From a dataset of Merck oncology drug combination screen with 23,052 pairs across 39 cell lines. Regression. Given two drug SMILES strings and cell line genomic features, predict the synergy score measuring deviation from expected non-interaction effect. (1) Drug 1: CCN(CC)CCNC(=O)c1c(C)[nH]c(C=C2C(=O)Nc3ccc(F)cc32)c1C. Drug 2: CC1(c2nc3c(C(N)=O)cccc3[nH]2)CCCN1. Cell line: SKOV3. Synergy scores: synergy=10.5. (2) Cell line: T47D. Drug 2: NC(=O)c1cccc2cn(-c3ccc(C4CCCNC4)cc3)nc12. Synergy scores: synergy=15.9. Drug 1: O=C(O)C1(Cc2cccc(Nc3nccs3)n2)CCC(Oc2cccc(Cl)c2F)CC1. (3) Drug 1: O=c1[nH]cc(F)c(=O)[nH]1. Drug 2: O=C(NOCC(O)CO)c1ccc(F)c(F)c1Nc1ccc(I)cc1F. Cell line: SKOV3. Synergy scores: synergy=2.85. (4) Drug 1: NC(=O)c1cccc2cn(-c3ccc(C4CCCNC4)cc3)nc12. Drug 2: CNC(=O)c1cc(Oc2ccc(NC(=O)Nc3ccc(Cl)c(C(F)(F)F)c3)cc2)ccn1. Cell line: OV90. Synergy scores: synergy=-1.48. (5) Drug 1: CN(Cc1cnc2nc(N)nc(N)c2n1)c1ccc(C(=O)NC(CCC(=O)O)C(=O)O)cc1. Drug 2: CC1(c2nc3c(C(N)=O)cccc3[nH]2)CCCN1. Cell line: A427. Synergy scores: synergy=9.51.